This data is from Full USPTO retrosynthesis dataset with 1.9M reactions from patents (1976-2016). The task is: Predict the reactants needed to synthesize the given product. (1) Given the product [CH2:31]([O:30][C:28](=[O:29])[N:15]([N:9]1[C:8](=[O:20])[C:7]2[C:12](=[CH:13][C:4]([CH:1]([CH3:3])[CH3:2])=[C:5]([C:21]3[N:22]([CH3:26])[N:23]=[CH:24][CH:25]=3)[CH:6]=2)[NH:11][C:10]1=[O:14])[S:16]([CH3:19])(=[O:17])=[O:18])[CH2:32][CH2:33][CH3:34], predict the reactants needed to synthesize it. The reactants are: [CH:1]([C:4]1[CH:13]=[C:12]2[C:7]([C:8](=[O:20])[N:9]([NH:15][S:16]([CH3:19])(=[O:18])=[O:17])[C:10](=[O:14])[NH:11]2)=[CH:6][C:5]=1[C:21]1[N:22]([CH3:26])[N:23]=[CH:24][CH:25]=1)([CH3:3])[CH3:2].Cl[C:28]([O:30][CH2:31][CH2:32][CH2:33][CH3:34])=[O:29]. (2) Given the product [OH2:37].[ClH:34].[ClH:34].[CH:1]([N:4]1[N:13]=[C:12]2[C:6]([C:7]([N:18]3[CH2:30][CH2:29][NH:28][C@@H:27]([CH2:19][CH2:20][C:21]4[CH:22]=[CH:23][CH:24]=[CH:25][CH:26]=4)[CH2:32]3)=[N:8][C:9]3[CH:17]=[CH:16][CH:15]=[CH:14][C:10]=3[NH:11]2)=[N:5]1)([CH3:3])[CH3:2].[CH:1]([N:4]1[N:13]=[C:12]2[C:6]([C:7]([N:31]3[CH2:30][CH2:29][NH:28][C@@H:27]([CH2:19][CH2:20][C:21]4[CH:22]=[CH:23][CH:24]=[CH:25][CH:26]=4)[CH2:32]3)=[N:8][C:9]3[CH:17]=[CH:16][CH:15]=[CH:14][C:10]=3[NH:11]2)=[N:5]1)([CH3:3])[CH3:2].[ClH:34].[ClH:34], predict the reactants needed to synthesize it. The reactants are: [CH:1]([N:4]1[N:13]=[C:12]2[C:6]([C:7]([NH2:18])=[N:8][C:9]3[CH:17]=[CH:16][CH:15]=[CH:14][C:10]=3[NH:11]2)=[N:5]1)([CH3:3])[CH3:2].[CH2:19]([C@H:27]1[CH2:32][NH:31][CH2:30][CH2:29][NH:28]1)[CH2:20][C:21]1[CH:26]=[CH:25][CH:24]=[CH:23][CH:22]=1.C(Cl)[Cl:34].C[OH:37]. (3) Given the product [N+:1]([C:4]1[CH:9]=[CH:8][C:7]([CH2:10][S:11]([Cl:17])(=[O:14])=[O:12])=[CH:6][CH:5]=1)([O-:3])=[O:2], predict the reactants needed to synthesize it. The reactants are: [N+:1]([C:4]1[CH:9]=[CH:8][C:7]([CH2:10][S:11]([O-:14])(=O)=[O:12])=[CH:6][CH:5]=1)([O-:3])=[O:2].[Na+].P(Cl)(Cl)(Cl)(Cl)[Cl:17]. (4) Given the product [Br:13][C:14]1[CH:15]=[CH:16][C:17]([N+:20]([O-:22])=[O:21])=[C:18]([CH:19]=1)[NH:7][CH2:6][C:5]1[CH:8]=[CH:9][CH:10]=[CH:11][C:4]=1[O:3][CH:2]([F:12])[F:1], predict the reactants needed to synthesize it. The reactants are: [F:1][CH:2]([F:12])[O:3][C:4]1[CH:11]=[CH:10][CH:9]=[CH:8][C:5]=1[CH2:6][NH2:7].[Br:13][C:14]1[CH:19]=[CH:18][C:17]([N+:20]([O-:22])=[O:21])=[C:16](F)[CH:15]=1.C(=O)([O-])[O-].[K+].[K+].